The task is: Predict the reaction yield, written as a fraction of the theoretical maximum amount of product (1.0 means a 100% yield; for example, 0.34 means a 34% yield).. This data is from Reaction yield outcomes from USPTO patents with 853,638 reactions. The reactants are Cl[C:2]1[C:3]2[S:10][C:9]([C:11]3[N:12]=[CH:13][N:14]([CH2:16][O:17][CH2:18][CH2:19][Si:20]([CH3:23])([CH3:22])[CH3:21])[CH:15]=3)=[CH:8][C:4]=2[CH:5]=[CH:6][N:7]=1.C(=O)([O-])[O-].[K+].[K+].[F:30][C:31]1[CH:36]=[C:35]([N+:37]([O-:39])=[O:38])[CH:34]=[CH:33][C:32]=1[OH:40]. The catalyst is C1(OC2C=CC=CC=2)C=CC=CC=1.C(Cl)Cl. The product is [F:30][C:31]1[CH:36]=[C:35]([N+:37]([O-:39])=[O:38])[CH:34]=[CH:33][C:32]=1[O:40][C:4]1[CH:5]=[CH:6][N:7]=[C:2]2[CH:8]=[C:9]([C:11]3[N:12]=[CH:13][N:14]([CH2:16][O:17][CH2:18][CH2:19][Si:20]([CH3:21])([CH3:22])[CH3:23])[CH:15]=3)[S:10][C:3]=12. The yield is 0.610.